Dataset: Reaction yield outcomes from USPTO patents with 853,638 reactions. Task: Predict the reaction yield, written as a fraction of the theoretical maximum amount of product (1.0 means a 100% yield; for example, 0.34 means a 34% yield). The reactants are Br[CH2:2][C@H:3]([C:5]1[CH:10]=[CH:9][C:8]([F:11])=[CH:7][CH:6]=1)[OH:4].[OH-].[Na+]. The catalyst is C(OC)(C)(C)C. The product is [F:11][C:8]1[CH:9]=[CH:10][C:5]([C@H:3]2[CH2:2][O:4]2)=[CH:6][CH:7]=1. The yield is 0.840.